Dataset: Choline transporter screen with 302,306 compounds. Task: Binary Classification. Given a drug SMILES string, predict its activity (active/inactive) in a high-throughput screening assay against a specified biological target. The drug is S(c1n(NC(=O)c2ccc(F)cc2)c(=O)c2c(n1)cccc2)Cc1ccc([N+]([O-])=O)cc1. The result is 0 (inactive).